Task: Regression/Classification. Given a drug SMILES string, predict its toxicity properties. Task type varies by dataset: regression for continuous values (e.g., LD50, hERG inhibition percentage) or binary classification for toxic/non-toxic outcomes (e.g., AMES mutagenicity, cardiotoxicity, hepatotoxicity). Dataset: ames.. Dataset: Ames mutagenicity test results for genotoxicity prediction (1) The molecule is CCOCCO. The result is 0 (non-mutagenic). (2) The compound is CC1CCCCN1N=O. The result is 1 (mutagenic). (3) The drug is O=[N+]([O-])c1ccc(F)c([N+](=O)[O-])c1. The result is 1 (mutagenic). (4) The compound is CCCCN(CCO[N+](=O)[O-])[N+](=O)[O-]. The result is 1 (mutagenic). (5) The molecule is NC(CCS/C(Cl)=C/Cl)C(=O)O. The result is 1 (mutagenic).